From a dataset of Forward reaction prediction with 1.9M reactions from USPTO patents (1976-2016). Predict the product of the given reaction. (1) The product is: [CH2:2]([N+:9]([O-:10])=[CH:21][C:20]1[CH:19]=[CH:18][C:17]([S:14](=[O:16])(=[O:15])[N:13]([CH2:25][CH3:26])[CH2:11][CH3:12])=[CH:24][CH:23]=1)[C:3]1[CH:8]=[CH:7][CH:6]=[CH:5][CH:4]=1. Given the reactants Cl.[CH2:2]([NH:9][OH:10])[C:3]1[CH:8]=[CH:7][CH:6]=[CH:5][CH:4]=1.[CH2:11]([N:13]([CH2:25][CH3:26])[S:14]([C:17]1[CH:24]=[CH:23][C:20]([CH:21]=O)=[CH:19][CH:18]=1)(=[O:16])=[O:15])[CH3:12], predict the reaction product. (2) Given the reactants [CH3:1][C:2]1[O:6][C:5]([C:7]2[CH:12]=[CH:11][C:10]([N+:13]([O-:15])=[O:14])=[CH:9][CH:8]=2)=[N:4][CH:3]=1.[Br:16]NC(=O)CCC(N)=O, predict the reaction product. The product is: [Br:16][CH2:1][C:2]1[O:6][C:5]([C:7]2[CH:8]=[CH:9][C:10]([N+:13]([O-:15])=[O:14])=[CH:11][CH:12]=2)=[N:4][CH:3]=1. (3) Given the reactants [Cl:1][C:2]1[CH:7]=[CH:6][CH:5]=[C:4]([Cl:8])[C:3]=1[C:9](=[O:20])[C:10]([NH:12][CH2:13][C:14]1[N:19]=[CH:18][CH:17]=[CH:16][N:15]=1)=O, predict the reaction product. The product is: [Cl:1][C:2]1[CH:7]=[CH:6][CH:5]=[C:4]([Cl:8])[C:3]=1[C:9]([C:10]1[N:15]2[CH:16]=[CH:17][CH:18]=[N:19][C:14]2=[CH:13][N:12]=1)=[O:20]. (4) Given the reactants [CH2:1]([O:3][C:4]1[CH:5]=[C:6]([NH:11][C:12]2[CH:17]=[CH:16][N:15]=[CH:14][CH:13]=2)[C:7]([NH2:10])=[CH:8][CH:9]=1)[CH3:2].[CH3:18][C:19]1[O:23][N:22]=[C:21]([NH:24][C:25](=O)[O:26]C2C=CC=CC=2)[CH:20]=1, predict the reaction product. The product is: [CH2:1]([O:3][C:4]1[CH:9]=[CH:8][C:7]([NH:10][C:25]([NH:24][C:21]2[CH:20]=[C:19]([CH3:18])[O:23][N:22]=2)=[O:26])=[C:6]([NH:11][C:12]2[CH:17]=[CH:16][N:15]=[CH:14][CH:13]=2)[CH:5]=1)[CH3:2]. (5) Given the reactants C(Cl)(Cl)(Cl)Cl.[C:6]([C:14]1[CH:19]=[CH:18][CH:17]=[CH:16][CH:15]=1)(=O)[C:7]1[CH:12]=[CH:11][CH:10]=[CH:9][CH:8]=1.[C:20]([O:27][CH3:28])(=[O:26])[CH2:21][C:22]([O:24][CH3:25])=[O:23].N1C=CC=C[CH:30]=1, predict the reaction product. The product is: [C:7]1([CH:6]([C:14]2[CH:19]=[CH:18][CH:17]=[CH:16][CH:15]=2)[CH:30]=[C:21]([C:20]([O:27][CH3:28])=[O:26])[C:22]([O:24][CH3:25])=[O:23])[CH:12]=[CH:11][CH:10]=[CH:9][CH:8]=1. (6) Given the reactants C(=O)([O-])[O-].[Na+].[Na+].[C:7]1(B(O)O)[CH:12]=[CH:11][CH:10]=[CH:9][CH:8]=1.[Cl:16][C:17]1[CH:22]=[CH:21][C:20]([C:23]2[C:29]3[CH:30]=[C:31](OS(C(F)(F)F)(=O)=O)[CH:32]=[CH:33][C:28]=3[N:27]3[C:42]([CH3:45])=[N:43][N:44]=[C:26]3[C@H:25]([CH2:46][C:47]([O:49]CC)=[O:48])[N:24]=2)=[CH:19][CH:18]=1.O, predict the reaction product. The product is: [Cl:16][C:17]1[CH:18]=[CH:19][C:20]([C:23]2[C:29]3[CH:30]=[C:31]([C:7]4[CH:12]=[CH:11][CH:10]=[CH:9][CH:8]=4)[CH:32]=[CH:33][C:28]=3[N:27]3[C:42]([CH3:45])=[N:43][N:44]=[C:26]3[C@H:25]([CH2:46][C:47]([OH:49])=[O:48])[N:24]=2)=[CH:21][CH:22]=1. (7) Given the reactants [F:1][C:2]1[CH:3]=[C:4]([C:8]2[N:13]=[CH:12][C:11]([C:14]([NH:16][C@H:17]3[C@H:21]([OH:22])[CH2:20][N:19](C(OC(C)(C)C)=O)[CH2:18]3)=[O:15])=[CH:10][CH:9]=2)[CH:5]=[CH:6][CH:7]=1.Cl, predict the reaction product. The product is: [F:1][C:2]1[CH:3]=[C:4]([C:8]2[CH:9]=[CH:10][C:11]([C:14]([NH:16][C@H:17]3[C@H:21]([OH:22])[CH2:20][NH:19][CH2:18]3)=[O:15])=[CH:12][N:13]=2)[CH:5]=[CH:6][CH:7]=1. (8) Given the reactants [NH2:1][C:2]1[CH:3]=[C:4]([OH:12])[CH:5]=[C:6]([C:8]([F:11])([F:10])[F:9])[CH:7]=1.[N:13]#[C:14][NH2:15].Cl.CO, predict the reaction product. The product is: [OH:12][C:4]1[CH:3]=[C:2]([NH:1][C:14]([NH2:15])=[NH:13])[CH:7]=[C:6]([C:8]([F:9])([F:10])[F:11])[CH:5]=1. (9) Given the reactants [Cl:1][C:2]1[C:3](F)=[CH:4][C:5]([F:30])=[C:6]([S:8]([N:11](CC2C=CC(OC)=CC=2OC)[C:12]2[CH:17]=[CH:16][C:15]([F:18])=[CH:14][N:13]=2)(=[O:10])=[O:9])[CH:7]=1.[CH3:32][N:33]1[C:37]([C:38]2[CH:39]=[C:40]([C:45]3[CH:50]=[CH:49][CH:48]=[CH:47][CH:46]=3)[CH:41]=[CH:42][C:43]=2[OH:44])=[CH:36][CH:35]=[N:34]1.C(=O)([O-])[O-].[K+].[K+].Cl, predict the reaction product. The product is: [Cl:1][C:2]1[C:3]([O:44][C:43]2[CH:42]=[CH:41][C:40]([C:45]3[CH:50]=[CH:49][CH:48]=[CH:47][CH:46]=3)=[CH:39][C:38]=2[C:37]2[N:33]([CH3:32])[N:34]=[CH:35][CH:36]=2)=[CH:4][C:5]([F:30])=[C:6]([S:8]([NH:11][C:12]2[CH:17]=[CH:16][C:15]([F:18])=[CH:14][N:13]=2)(=[O:9])=[O:10])[CH:7]=1.